Dataset: Full USPTO retrosynthesis dataset with 1.9M reactions from patents (1976-2016). Task: Predict the reactants needed to synthesize the given product. (1) Given the product [Cl:1][C:2]1[CH:20]=[CH:19][C:5]([O:6][C:7]2[CH:8]=[CH:9][C:10]([CH2:13][CH2:14][OH:15])=[N:11][CH:12]=2)=[CH:4][C:3]=1[C:21]([F:24])([F:22])[F:23], predict the reactants needed to synthesize it. The reactants are: [Cl:1][C:2]1[CH:20]=[CH:19][C:5]([O:6][C:7]2[CH:8]=[CH:9][C:10]([CH2:13][C:14](OCC)=[O:15])=[N:11][CH:12]=2)=[CH:4][C:3]=1[C:21]([F:24])([F:23])[F:22].[BH4-].[Na+].O.C(Cl)Cl. (2) The reactants are: [NH2:1][C:2]1[C:7]([C:8]2[CH:13]=[CH:12][C:11]([OH:14])=[CH:10][CH:9]=2)=[N:6][C:5](Br)=[CH:4][N:3]=1.[N:16]1([C:22]([C:24]2[CH:29]=[CH:28][C:27](B(O)O)=[CH:26][CH:25]=2)=[O:23])[CH2:21][CH2:20][O:19][CH2:18][CH2:17]1.C([O-])([O-])=O.[Na+].[Na+]. Given the product [NH2:1][C:2]1[C:7]([C:8]2[CH:13]=[CH:12][C:11]([OH:14])=[CH:10][CH:9]=2)=[N:6][C:5]([C:27]2[CH:26]=[CH:25][C:24]([C:22]([N:16]3[CH2:21][CH2:20][O:19][CH2:18][CH2:17]3)=[O:23])=[CH:29][CH:28]=2)=[CH:4][N:3]=1, predict the reactants needed to synthesize it. (3) Given the product [CH3:1][O:2][C:3](=[O:27])[CH2:4][CH2:5][O:6][CH2:7][CH2:8][O:9][CH2:10][CH2:11][O:12][CH2:13][CH2:14][O:15][CH2:16][CH2:17][NH:18][CH3:19], predict the reactants needed to synthesize it. The reactants are: [CH3:1][O:2][C:3](=[O:27])[CH2:4][CH2:5][O:6][CH2:7][CH2:8][O:9][CH2:10][CH2:11][O:12][CH2:13][CH2:14][O:15][CH2:16][CH2:17][N:18](C(OC(C)(C)C)=O)[CH3:19]. (4) Given the product [F:1][C:2]1[CH:7]=[C:6]([F:8])[CH:5]=[CH:4][C:3]=1[C:9]1[N:10]=[C:11]2[N:31]([CH3:30])[CH:13]=[CH:14][N:15]2[C:16]=1[C:17]1[CH:18]=[CH:19][C:20]2[N:21]([C:23]([C:26]([OH:29])([CH3:27])[CH3:28])=[N:24][N:25]=2)[N:22]=1, predict the reactants needed to synthesize it. The reactants are: [F:1][C:2]1[CH:7]=[C:6]([F:8])[CH:5]=[CH:4][C:3]=1[C:9]1[N:10]=[C:11]2[N:15]([C:16]=1[C:17]1[CH:18]=[CH:19][C:20]3[N:21]([C:23]([C:26]([OH:29])([CH3:28])[CH3:27])=[N:24][N:25]=3)[N:22]=1)[CH:14]=[CH:13]O2.[CH3:30][NH2:31]. (5) Given the product [C:1]1([CH2:7][CH2:8][C:9]#[C:10][CH2:19][CH:20]=[O:21])[CH:6]=[CH:5][CH:4]=[CH:3][CH:2]=1, predict the reactants needed to synthesize it. The reactants are: [C:1]1([CH2:7][CH2:8][C:9]#[CH:10])[CH:6]=[CH:5][CH:4]=[CH:3][CH:2]=1.C(Br)C=C.[OH-].[K+].C[N+]1([O-])CC[O:21][CH2:20][CH2:19]1. (6) Given the product [Cl:11][C:12]1[CH:19]=[CH:18][C:17]([Cl:20])=[CH:16][C:13]=1[CH2:14][NH:10][C:8]1[CH:7]=[CH:6][C:5]2[NH:1][CH:2]=[N:3][C:4]=2[CH:9]=1, predict the reactants needed to synthesize it. The reactants are: [N:1]1[C:5]2[CH:6]=[CH:7][C:8]([NH2:10])=[CH:9][C:4]=2[NH:3][CH:2]=1.[Cl:11][C:12]1[CH:19]=[CH:18][C:17]([Cl:20])=[CH:16][C:13]=1[CH2:14]Br.C([O-])([O-])=O.[K+].[K+]. (7) Given the product [Cl:42][C:28]1[CH:27]=[C:26]([NH:25][C:23]2[C:24]3[N:16]([CH2:15][CH2:14][O:13][CH2:12][CH2:11][OH:10])[CH:17]=[CH:18][C:19]=3[N:20]=[CH:21][N:22]=2)[CH:41]=[CH:40][C:29]=1[O:30][C:31]1[CH:32]=[C:33]([CH:37]=[CH:38][CH:39]=1)[C:34]([NH:48][CH2:43][C:44]([CH3:47])([CH3:46])[CH3:45])=[O:36], predict the reactants needed to synthesize it. The reactants are: Cl.C([O:10][CH2:11][CH2:12][O:13][CH2:14][CH2:15][N:16]1[C:24]2[C:23]([NH:25][C:26]3[CH:41]=[CH:40][C:29]([O:30][C:31]4[CH:32]=[C:33]([CH:37]=[CH:38][CH:39]=4)[C:34]([OH:36])=O)=[C:28]([Cl:42])[CH:27]=3)=[N:22][CH:21]=[N:20][C:19]=2[CH:18]=[CH:17]1)(=O)C1C=CC=CC=1.[CH2:43]([NH2:48])[C:44]([CH3:47])([CH3:46])[CH3:45].Cl.C(N=C=NCCCN(C)C)C.ON1C2C=CC=CC=2N=N1.[OH-].[Na+]. (8) Given the product [NH2:11][CH2:12][CH2:13][CH2:14][CH:15]1[CH2:20][CH2:19][CH:18]([CH2:21][CH2:22][CH2:23][NH2:24])[CH2:17][CH2:16]1.[CH3:1][C:7]([CH2:38][C:37]([OH:40])=[O:39])=[O:8], predict the reactants needed to synthesize it. The reactants are: [C:1]1([CH2:7][O:8]C([NH:11][CH2:12][CH2:13][CH2:14][C:15]2[CH:20]=[CH:19][C:18]([CH2:21][CH2:22][CH2:23][NH:24]C(OCC3C=CC=CC=3)=O)=[CH:17][CH:16]=2)=O)C=CC=CC=1.[H][H].[C:37]([OH:40])(=[O:39])[CH3:38].